Predict the reaction yield, written as a fraction of the theoretical maximum amount of product (1.0 means a 100% yield; for example, 0.34 means a 34% yield). From a dataset of Reaction yield outcomes from USPTO patents with 853,638 reactions. (1) The reactants are Br[C:2]1[C:3](=[O:10])[N:4]([CH3:9])[C:5](=[O:8])[C:6]=1[Br:7].Cl.[NH:12]1[CH2:17][CH2:16][C:15](=[O:18])[CH2:14][CH2:13]1.C([O-])([O-])=O.[K+].[K+]. The catalyst is O. The product is [Br:7][C:6]1[C:5](=[O:8])[N:4]([CH3:9])[C:3](=[O:10])[C:2]=1[N:12]1[CH2:17][CH2:16][C:15](=[O:18])[CH2:14][CH2:13]1. The yield is 0.990. (2) The reactants are [Cl:1][C:2]1[N:7]=[CH:6][C:5]([NH2:8])=[C:4]([C:9]#[C:10][C:11]2([CH3:14])[CH2:13][CH2:12]2)[CH:3]=1.CC([O-])(C)C.[K+]. The catalyst is CN(C=O)C. The product is [Cl:1][C:2]1[CH:3]=[C:4]2[CH:9]=[C:10]([C:11]3([CH3:14])[CH2:13][CH2:12]3)[NH:8][C:5]2=[CH:6][N:7]=1. The yield is 0.730. (3) The product is [CH:18]1([CH2:17][O:16][C:13]2[CH:14]=[CH:15][C:10]([C:9](=[O:22])[CH2:6][C:2]#[N:1])=[C:11]([CH3:21])[CH:12]=2)[CH2:19][CH2:20]1. No catalyst specified. The yield is 0.690. The reactants are [NH2:1][C:2]1[CH:6]=CNN=1.CO[C:9](=[O:22])[C:10]1[CH:15]=[CH:14][C:13]([O:16][CH2:17][CH:18]2[CH2:20][CH2:19]2)=[CH:12][C:11]=1[CH3:21]. (4) The reactants are O=P(Cl)(Cl)Cl.[CH3:6][CH:7]1[CH:12]([NH:13][C:14](=O)[C:15]2[CH:20]=[CH:19][CH:18]=[CH:17][N:16]=2)[C:11](=[O:22])[CH2:10][N:9]([C:23]([O:25][CH2:26][C:27]2[CH:32]=[CH:31][CH:30]=[CH:29][CH:28]=2)=[O:24])[CH2:8]1.C([O-])(O)=O.[Na+]. The catalyst is O1CCOCC1. The product is [CH3:6][CH:7]1[CH2:8][N:9]([C:23]([O:25][CH2:26][C:27]2[CH:28]=[CH:29][CH:30]=[CH:31][CH:32]=2)=[O:24])[CH2:10][C:11]2[O:22][C:14]([C:15]3[CH:20]=[CH:19][CH:18]=[CH:17][N:16]=3)=[N:13][C:12]1=2. The yield is 0.340.